From a dataset of NCI-60 drug combinations with 297,098 pairs across 59 cell lines. Regression. Given two drug SMILES strings and cell line genomic features, predict the synergy score measuring deviation from expected non-interaction effect. (1) Drug 1: CC12CCC3C(C1CCC2=O)CC(=C)C4=CC(=O)C=CC34C. Drug 2: COC1=NC(=NC2=C1N=CN2C3C(C(C(O3)CO)O)O)N. Cell line: HS 578T. Synergy scores: CSS=47.0, Synergy_ZIP=9.42, Synergy_Bliss=11.8, Synergy_Loewe=1.23, Synergy_HSA=7.38. (2) Drug 1: CN1C2=C(C=C(C=C2)N(CCCl)CCCl)N=C1CCCC(=O)O.Cl. Drug 2: C#CCC(CC1=CN=C2C(=N1)C(=NC(=N2)N)N)C3=CC=C(C=C3)C(=O)NC(CCC(=O)O)C(=O)O. Cell line: NCIH23. Synergy scores: CSS=-1.56, Synergy_ZIP=1.83, Synergy_Bliss=0.698, Synergy_Loewe=-0.189, Synergy_HSA=-2.99.